This data is from Catalyst prediction with 721,799 reactions and 888 catalyst types from USPTO. The task is: Predict which catalyst facilitates the given reaction. (1) Reactant: [C:1]1(B(O)O)[CH:6]=[CH:5][CH:4]=[CH:3][CH:2]=1.C1(P(C2CCCCC2)[C:17]2[CH:22]=[CH:21][CH:20]=[CH:19][C:18]=2[C:23]2C(OC)=C[CH:26]=[CH:25][C:24]=2OC)CCCCC1.[C:39](=[O:42])([O-])[O-:40].[K+].[K+]. Product: [CH3:26][C:25]1[C:39](=[O:42])[O:40][CH:23]([C:18]2[CH:19]=[CH:20][CH:21]=[CH:22][CH:17]=2)[C:24]=1[C:1]1[CH:6]=[CH:5][CH:4]=[CH:3][CH:2]=1. The catalyst class is: 487. (2) Reactant: [CH3:1][C:2]1([CH3:11])[CH2:8][NH:7][CH2:6][CH2:5][C:4]([CH3:10])([CH3:9])[NH:3]1.Br[C:13]1[CH:14]=[CH:15][C:16]([Cl:21])=[C:17]([O:19][CH3:20])[CH:18]=1.CC(C)([O-])C.[K+].O1CCOCC1. Product: [NH3:3].[ClH:21].[Cl:21][C:16]1[CH:15]=[CH:14][C:13]([N:7]2[CH2:6][CH2:5][C:4]([CH3:10])([CH3:9])[NH:3][C:2]([CH3:11])([CH3:1])[CH2:8]2)=[CH:18][C:17]=1[O:19][CH3:20]. The catalyst class is: 6.